From a dataset of Forward reaction prediction with 1.9M reactions from USPTO patents (1976-2016). Predict the product of the given reaction. (1) Given the reactants [CH3:1]/[C:2](/[CH2:14][CH2:15][CH:16]=[C:17]([CH3:19])[CH3:18])=[CH:3]\[CH2:4][CH2:5][C:6](=O)[CH2:7][C:8](OCC)=[O:9].[NH2:20][NH2:21], predict the reaction product. The product is: [CH3:1]/[C:2](/[CH2:14][CH2:15][CH:16]=[C:17]([CH3:19])[CH3:18])=[CH:3]\[CH2:4][CH2:5][C:6]1[NH:21][N:20]=[C:8]([OH:9])[CH:7]=1. (2) Given the reactants Cl[C:2]1[N:7]=[C:6](Cl)[CH:5]=[C:4](Cl)[N:3]=1.C(O[C:13](=[O:23])[CH2:14][O:15][C:16]1[CH:21]=[CH:20][C:19]([NH2:22])=[CH:18][CH:17]=1)C, predict the reaction product. The product is: [CH2:13]1[CH2:14][O:15][C:16]2[CH:21]=[CH:20][C:19]([NH:22][C:2]3[N:7]=[C:6]([NH:22][C:19]4[CH:20]=[CH:21][C:16]5[O:15][CH2:14][CH2:13][O:23][C:17]=5[CH:18]=4)[CH:5]=[C:4]([NH:22][C:19]4[CH:18]=[CH:17][C:16]5[O:15][CH2:14][CH2:13][O:23][C:21]=5[CH:20]=4)[N:3]=3)=[CH:18][C:17]=2[O:23]1. (3) Given the reactants [NH2:1][C:2]1[N:10]=[C:9]([O:11][CH2:12][CH2:13][CH2:14][CH3:15])[N:8]=[C:7]2[C:3]=1[NH:4][C:5](=[O:35])[N:6]2[CH2:16][CH2:17][CH2:18][N:19]([CH2:24][C:25]1[CH:30]=[CH:29][C:28]([CH2:31][C:32]([OH:34])=[O:33])=[CH:27][CH:26]=1)[CH2:20][CH2:21][CH2:22][OH:23].[CH3:36]O, predict the reaction product. The product is: [NH2:1][C:2]1[N:10]=[C:9]([O:11][CH2:12][CH2:13][CH2:14][CH3:15])[N:8]=[C:7]2[C:3]=1[NH:4][C:5](=[O:35])[N:6]2[CH2:16][CH2:17][CH2:18][N:19]([CH2:24][C:25]1[CH:26]=[CH:27][C:28]([CH2:31][C:32]([O:34][CH3:36])=[O:33])=[CH:29][CH:30]=1)[CH2:20][CH2:21][CH2:22][OH:23]. (4) Given the reactants [CH2:1]([N:8]1[CH2:12][C:11]([CH2:13][CH2:14]OS(C)(=O)=O)=[CH:10][NH:9]1)[C:2]1[CH:7]=[CH:6][CH:5]=[CH:4][CH:3]=1.C[C:21]1([CH3:29])[CH2:26][CH2:25][CH2:24][C:23]([CH3:28])(C)[NH:22]1.[CH3:30][C:31]#[N:32], predict the reaction product. The product is: [CH2:1]([N:8]1[CH2:12][C:11]([CH2:13][CH2:14][N:22]2[C@H:21]([C:29]3[C:11]([CH3:12])=[CH:10][CH:30]=[CH:31][N:32]=3)[CH2:26][CH2:25][CH2:24][C@@H:23]2[C:28]2[C:4]([CH3:5])=[CH:3][CH:2]=[CH:1][N:8]=2)=[CH:10][NH:9]1)[C:2]1[CH:7]=[CH:6][CH:5]=[CH:4][CH:3]=1. (5) Given the reactants [NH:1]1[C:10]2[CH2:9][CH2:8][CH2:7][C:6](=[O:11])[C:5]=2[CH:4]=[CH:3][C:2]1=O.O=P(Cl)(Cl)[Cl:15], predict the reaction product. The product is: [Cl:15][C:2]1[CH:3]=[CH:4][C:5]2[C:6](=[O:11])[CH2:7][CH2:8][CH2:9][C:10]=2[N:1]=1. (6) Given the reactants [Cl:1][C:2]1[N:10]=[C:9]([C:11]#[N:12])[CH:8]=[C:7]([CH3:13])[C:3]=1[C:4]([OH:6])=[O:5].CCN=C=N[CH2:19][CH2:20][CH2:21]N(C)C.C1C=CC2N([OH:34])N=NC=2C=1.CCN(C(C)C)C(C)C.C(N)(C)C, predict the reaction product. The product is: [Cl:1][C:2]1[N:10]=[C:9]([C:11](=[O:34])[NH:12][CH:20]([CH3:21])[CH3:19])[CH:8]=[C:7]([CH3:13])[C:3]=1[C:4]([OH:6])=[O:5]. (7) Given the reactants [CH2:1]([O:8][C:9]1[CH:16]=[CH:15][C:12]([CH:13]=[O:14])=[CH:11][C:10]=1[F:17])[C:2]1[CH:7]=[CH:6][CH:5]=[CH:4][CH:3]=1.[F:18][C:19]([Si](C)(C)C)([F:21])[F:20], predict the reaction product. The product is: [CH2:1]([O:8][C:9]1[CH:16]=[CH:15][C:12]([CH:13]([OH:14])[C:19]([F:21])([F:20])[F:18])=[CH:11][C:10]=1[F:17])[C:2]1[CH:3]=[CH:4][CH:5]=[CH:6][CH:7]=1.